This data is from Reaction yield outcomes from USPTO patents with 853,638 reactions. The task is: Predict the reaction yield, written as a fraction of the theoretical maximum amount of product (1.0 means a 100% yield; for example, 0.34 means a 34% yield). (1) The product is [O:1]([C:8]1[CH:9]=[C:10]([N:14]([CH2:15][C:16]2[CH:17]=[C:18]([CH:23]=[CH:24][CH:25]=2)[C:19]([O:21][CH3:22])=[O:20])[CH2:29][CH:28]([OH:30])[C:27]([F:32])([F:31])[F:26])[CH:11]=[CH:12][CH:13]=1)[C:2]1[CH:7]=[CH:6][CH:5]=[CH:4][CH:3]=1. The yield is 0.960. The reactants are [O:1]([C:8]1[CH:9]=[C:10]([NH:14][CH2:15][C:16]2[CH:17]=[C:18]([CH:23]=[CH:24][CH:25]=2)[C:19]([O:21][CH3:22])=[O:20])[CH:11]=[CH:12][CH:13]=1)[C:2]1[CH:7]=[CH:6][CH:5]=[CH:4][CH:3]=1.[F:26][C:27]([F:32])([F:31])[CH:28]1[O:30][CH2:29]1.FC(F)(F)S([O-])(=O)=O.[Yb+3].FC(F)(F)S([O-])(=O)=O.FC(F)(F)S([O-])(=O)=O. The catalyst is C(#N)C.O.C(Cl)Cl. (2) The reactants are C([SiH]([CH2:6][CH3:7])CC)C.[C:8]([C:13]1C=CC=[C:18]2[C:14]=1[CH2:15][C:16](=[O:22])[NH:17]2)(=O)[CH2:9][CH2:10][CH3:11].F[C:24](F)(F)C(O)=O. The yield is 0.910. The product is [CH2:9]([C:8]1[CH:13]=[C:14]2[C:18](=[CH:6][CH:7]=1)[NH:17][C:16](=[O:22])[CH2:15]2)[CH2:10][CH2:11][CH3:24]. No catalyst specified.